Dataset: Catalyst prediction with 721,799 reactions and 888 catalyst types from USPTO. Task: Predict which catalyst facilitates the given reaction. (1) Reactant: [O:1]1[C:5]2[C:6]3[C:7](=[CH:13][CH2:14][NH2:15])[CH2:8][CH2:9][C:10]=3[CH:11]=[CH:12][C:4]=2[N:3]=[CH:2]1.C(N(CC)CC)C.[C:23](OC(=O)C)(=[O:25])[CH3:24].C(=O)([O-])O.[Na+]. Product: [O:1]1[C:5]2[C:6]3[C:7](=[CH:13][CH2:14][NH:15][C:23](=[O:25])[CH3:24])[CH2:8][CH2:9][C:10]=3[CH:11]=[CH:12][C:4]=2[N:3]=[CH:2]1. The catalyst class is: 7. (2) Reactant: C(OCC)(OCC)[O:2][CH2:3][CH3:4].[O:11]=[C:12]([CH2:20][CH2:21][C:22]([O:24][CH2:25][CH3:26])=[O:23])[CH2:13][CH2:14][C:15]([O:17][CH2:18][CH3:19])=[O:16].O.[C:28]1(C)C=CC(S(O)(=O)=O)=C[CH:29]=1. Product: [CH2:28]([O:11][C:12]([O:2][CH2:3][CH3:4])([CH2:13][CH2:14][C:15]([O:17][CH2:18][CH3:19])=[O:16])[CH2:20][CH2:21][C:22]([O:24][CH2:25][CH3:26])=[O:23])[CH3:29]. The catalyst class is: 14. (3) Reactant: [CH2:1]([N:8]1[CH2:13][CH:12]([C:14]2[CH:19]=[CH:18][C:17](Br)=[CH:16][CH:15]=2)[O:11][CH2:10][CH2:9]1)[C:2]1[CH:7]=[CH:6][CH:5]=[CH:4][CH:3]=1.[Li]CCCC.[Cl:26][C:27]1[CH:32]=[CH:31][CH:30]=[C:29]([Cl:33])[C:28]=1[N:34]=[C:35]=[O:36].C([O-])(O)=O.[Na+]. Product: [CH2:1]([N:8]1[CH2:9][CH2:10][O:11][CH:12]([C:14]2[CH:19]=[CH:18][C:17]([C:35]([NH:34][C:28]3[C:29]([Cl:33])=[CH:30][CH:31]=[CH:32][C:27]=3[Cl:26])=[O:36])=[CH:16][CH:15]=2)[CH2:13]1)[C:2]1[CH:7]=[CH:6][CH:5]=[CH:4][CH:3]=1. The catalyst class is: 1. (4) Reactant: [CH2:1]([O:3][C:4](=[O:19])[CH2:5][CH:6]1[N:11]2[CH:12]=[C:13]([N+:15]([O-])=O)[CH:14]=[C:10]2[C:9](=[O:18])[NH:8][CH2:7]1)[CH3:2].[ClH:20]. Product: [ClH:20].[CH2:1]([O:3][C:4](=[O:19])[CH2:5][CH:6]1[N:11]2[CH:12]=[C:13]([NH2:15])[CH:14]=[C:10]2[C:9](=[O:18])[NH:8][CH2:7]1)[CH3:2]. The catalyst class is: 29. (5) Reactant: [NH2:1][C:2]1[CH:3]=[C:4]([C:8]#[CH:9])[CH:5]=[CH:6][CH:7]=1.[C:10]([O:14][C:15](O[C:15]([O:14][C:10]([CH3:13])([CH3:12])[CH3:11])=[O:16])=[O:16])([CH3:13])([CH3:12])[CH3:11]. Product: [C:8]([C:4]1[CH:3]=[C:2]([NH:1][C:15](=[O:16])[O:14][C:10]([CH3:13])([CH3:12])[CH3:11])[CH:7]=[CH:6][CH:5]=1)#[CH:9]. The catalyst class is: 1. (6) Reactant: [CH3:1][O:2][C:3]1[CH:4]=[C:5]([N:12]2[CH2:18][CH2:17][CH2:16][NH:15][CH2:14][CH2:13]2)[CH:6]=[CH:7][C:8]=1[N+:9]([O-:11])=[O:10].C(O)(C(F)(F)F)=O.C(N(CC)CC)C.[CH3:33][S:34](Cl)(=[O:36])=[O:35]. Product: [CH3:1][O:2][C:3]1[CH:4]=[C:5]([N:12]2[CH2:18][CH2:17][CH2:16][N:15]([S:34]([CH3:33])(=[O:36])=[O:35])[CH2:14][CH2:13]2)[CH:6]=[CH:7][C:8]=1[N+:9]([O-:11])=[O:10]. The catalyst class is: 4. (7) Reactant: Br[C:2]1[CH:7]=[CH:6][C:5]([Br:8])=[CH:4][CH:3]=1.[Li]CCCC.[C:14]1(=[O:18])[CH2:17][CH2:16][CH2:15]1.[NH4+].[Cl-]. Product: [Br:8][C:5]1[CH:6]=[CH:7][C:2]([C:14]2([OH:18])[CH2:17][CH2:16][CH2:15]2)=[CH:3][CH:4]=1. The catalyst class is: 316.